This data is from Reaction yield outcomes from USPTO patents with 853,638 reactions. The task is: Predict the reaction yield, written as a fraction of the theoretical maximum amount of product (1.0 means a 100% yield; for example, 0.34 means a 34% yield). (1) The reactants are [Si]([O:8][CH2:9][CH:10]([CH2:35][O:36][CH2:37][CH2:38][CH2:39][CH2:40][CH2:41][CH2:42][CH2:43][CH2:44][CH2:45][CH2:46][CH2:47][CH2:48][CH2:49][CH2:50][CH2:51][CH3:52])[O:11][C:12](=[O:34])[CH:13]=[CH:14][CH:15]=[CH:16][CH:17]=[CH:18][CH:19]=[CH:20][CH:21]=[CH:22][CH:23]=[CH:24][CH2:25][CH2:26][CH2:27][CH2:28][CH2:29][CH2:30][CH2:31][CH2:32][CH3:33])(C(C)(C)C)(C)C.C(O)(=O)C.CCCC[N+](CCCC)(CCCC)CCCC.[F-].O. The catalyst is C1COCC1. The product is [C:12]([O:11][CH:10]([CH2:9][OH:8])[CH2:35][O:36][CH2:37][CH2:38][CH2:39][CH2:40][CH2:41][CH2:42][CH2:43][CH2:44][CH2:45][CH2:46][CH2:47][CH2:48][CH2:49][CH2:50][CH2:51][CH3:52])(=[O:34])/[CH:13]=[CH:14]\[CH:15]=[CH:16][CH:17]=[CH:18][CH:19]=[CH:20][CH:21]=[CH:22][CH:23]=[CH:24][CH2:25][CH2:26][CH2:27][CH2:28][CH2:29][CH2:30][CH2:31][CH2:32][CH3:33]. The yield is 0.480. (2) The reactants are [Cl:1][C:2]1[CH:3]=[C:4]([C:9]2[N:10]([C:19]3[CH:24]=[CH:23][C:22]([S:25]([CH3:28])(=[O:27])=[O:26])=[CH:21][CH:20]=3)[CH2:11][C:12](O)([C:14]([F:17])([F:16])[F:15])[N:13]=2)[CH:5]=[CH:6][C:7]=1[CH3:8].O.C1(C)C=CC(S(O)(=O)=O)=CC=1. The catalyst is C1(C)C=CC=CC=1. The product is [Cl:1][C:2]1[CH:3]=[C:4]([C:9]2[N:10]([C:19]3[CH:24]=[CH:23][C:22]([S:25]([CH3:28])(=[O:26])=[O:27])=[CH:21][CH:20]=3)[CH:11]=[C:12]([C:14]([F:17])([F:15])[F:16])[N:13]=2)[CH:5]=[CH:6][C:7]=1[CH3:8]. The yield is 0.950. (3) The reactants are [CH3:1][S:2][C:3]1[NH:4][C:5](=O)[C:6]([NH:9][C:10](=[O:18])[CH2:11][C:12]2[CH:17]=[CH:16][CH:15]=[CH:14][CH:13]=2)=[CH:7][N:8]=1.C(N(CC)CC)C.P(Cl)(Cl)([Cl:29])=O.C(=O)([O-])O.[Na+]. The catalyst is C(#N)C.[Cl-].C([N+](CC)(CC)CC)C.O. The product is [Cl:29][C:5]1[C:6]([NH:9][C:10](=[O:18])[CH2:11][C:12]2[CH:17]=[CH:16][CH:15]=[CH:14][CH:13]=2)=[CH:7][N:8]=[C:3]([S:2][CH3:1])[N:4]=1. The yield is 0.898. (4) The reactants are [C:9](O[C:9]([O:11][C:12]([CH3:15])([CH3:14])[CH3:13])=[O:10])([O:11][C:12]([CH3:15])([CH3:14])[CH3:13])=[O:10].C([N:18]1[CH2:24][CH2:23][CH2:22][C:21](=[O:25])[C:20]2[CH:26]=[CH:27][C:28]([C:30]([F:33])([F:32])[F:31])=[CH:29][C:19]1=2)C.[CH:34](N(C(C)C)CC)(C)[CH3:35].CN(C1C=CC=CN=1)C. The catalyst is O1CCCC1.C(=O)(O)[O-].[Na+].C(OCC)(=O)C. The product is [C:12]([O:11][C:9]([N:18]1[CH2:24][CH2:23][CH2:22][C:21](=[O:25])[C:20]2[CH:26]=[C:27]([CH2:34][CH3:35])[C:28]([C:30]([F:31])([F:32])[F:33])=[CH:29][C:19]1=2)=[O:10])([CH3:13])([CH3:14])[CH3:15]. The yield is 0.750.